From a dataset of Full USPTO retrosynthesis dataset with 1.9M reactions from patents (1976-2016). Predict the reactants needed to synthesize the given product. (1) Given the product [O:44]1[CH:45]=[CH:46][CH:47]=[C:43]1[C:41]1[N:42]=[C:35]2[N:34]=[C:33]([N:27]3[CH2:28][CH:29]4[CH2:32][CH:26]3[CH2:31][N:30]4[CH2:7][C:4]3[CH:3]=[C:2]([CH3:1])[O:6][N:5]=3)[N:38]=[C:37]([NH2:39])[N:36]2[N:40]=1, predict the reactants needed to synthesize it. The reactants are: [CH3:1][C:2]1[O:6][N:5]=[C:4]([CH2:7]O)[CH:3]=1.CCN(CC)CC.CS(Cl)(=O)=O.S([O-])(=O)(=O)C.[CH:26]12[CH2:32][CH:29]([NH:30][CH2:31]1)[CH2:28][N:27]2[C:33]1[N:38]=[C:37]([NH2:39])[N:36]2[N:40]=[C:41]([C:43]3[O:44][CH:45]=[CH:46][CH:47]=3)[N:42]=[C:35]2[N:34]=1. (2) The reactants are: [CH2:1]=[CH:2][C:3]([CH2:6][CH2:7][CH:8]=[C:9]([CH3:11])[CH3:10])([CH3:5])O.C(OC(CCC=C(C)C)(C=C)C)(=[O:14])C.CC(=CCC/C(=C/CO)/C)C.OC/C=C(/C)\CCC=C(C)C. Given the product [CH3:5][C:3]1[CH2:6][CH2:7][C:8]([OH:14])([CH:9]([CH3:11])[CH3:10])[CH2:1][CH:2]=1, predict the reactants needed to synthesize it. (3) Given the product [F:10][CH:9]([F:11])[O:8][C:5]1[CH:6]=[CH:7][C:2]([C:32]2[CH:40]=[CH:39][CH:38]=[C:37]3[C:33]=2[CH2:34][CH2:35][C:36]3=[O:41])=[C:3]([O:14][CH2:15][O:16][CH3:17])[C:4]=1[O:12][CH3:13], predict the reactants needed to synthesize it. The reactants are: Br[C:2]1[CH:7]=[CH:6][C:5]([O:8][CH:9]([F:11])[F:10])=[C:4]([O:12][CH3:13])[C:3]=1[O:14][CH2:15][O:16][CH3:17].C(=O)([O-])[O-].[Cs+].[Cs+].CC1(C)C(C)(C)OB([C:32]2[CH:40]=[CH:39][CH:38]=[C:37]3[C:33]=2[CH2:34][CH2:35][C:36]3=[O:41])O1. (4) Given the product [CH:14]1([NH:13][C:11]([C:9]2[NH:8][C:7]3=[CH:2][N:3]=[CH:4][CH:5]=[C:6]3[CH:10]=2)=[O:12])[CH2:15][CH2:16][CH2:17][CH2:18]1, predict the reactants needed to synthesize it. The reactants are: Cl[C:2]1[N:3]=[CH:4][CH:5]=[C:6]2[CH:10]=[C:9]([C:11]([NH:13][CH:14]3[CH2:18][CH2:17][CH2:16][CH2:15]3)=[O:12])[NH:8][C:7]=12. (5) The reactants are: [F:1][C:2]1[CH:10]=[CH:9][C:8]([F:11])=[CH:7][C:3]=1[C:4]([OH:6])=[O:5].[CH2:12]([Li])CCC.CI.Cl. Given the product [F:11][C:8]1[C:7]([CH3:12])=[C:3]([C:2]([F:1])=[CH:10][CH:9]=1)[C:4]([OH:6])=[O:5], predict the reactants needed to synthesize it.